Dataset: Full USPTO retrosynthesis dataset with 1.9M reactions from patents (1976-2016). Task: Predict the reactants needed to synthesize the given product. (1) Given the product [Cl:1][C:2]1[CH:3]=[CH:4][C:5]([CH2:8][C:9]([C:15]2[CH:16]=[CH:17][C:12]([S:18][CH3:19])=[CH:13][CH:14]=2)=[O:11])=[CH:6][CH:7]=1, predict the reactants needed to synthesize it. The reactants are: [Cl:1][C:2]1[CH:7]=[CH:6][C:5]([CH2:8][C:9]([OH:11])=O)=[CH:4][CH:3]=1.[C:12]1([S:18][CH3:19])[CH:17]=[CH:16][CH:15]=[CH:14][CH:13]=1. (2) Given the product [CH3:16][O:15][C:12]1[CH:13]=[CH:14][C:9]([C:7]2[N:4]=[C:1]([CH3:2])[S:3][CH:6]=2)=[CH:10][CH:11]=1, predict the reactants needed to synthesize it. The reactants are: [C:1]([NH2:4])(=[S:3])[CH3:2].Br[CH2:6][C:7]([C:9]1[CH:14]=[CH:13][C:12]([O:15][CH3:16])=[CH:11][CH:10]=1)=O. (3) The reactants are: [CH2:1]([C:8]1[C:9](F)=[N:10][CH:11]=[C:12]([CH3:14])[CH:13]=1)[C:2]1[CH:7]=[CH:6][CH:5]=[CH:4][CH:3]=1.Cl.[O:17]1CCOCC1. Given the product [CH2:1]([C:8]1[C:9](=[O:17])[NH:10][CH:11]=[C:12]([CH3:14])[CH:13]=1)[C:2]1[CH:7]=[CH:6][CH:5]=[CH:4][CH:3]=1, predict the reactants needed to synthesize it. (4) The reactants are: [NH2:1][C:2]1[CH:28]=[CH:27][C:5]([O:6][C:7]2[N:12]=[CH:11][N:10]=[C:9]([NH2:13])[C:8]=2[C:14]2[CH:19]=[CH:18][C:17]([O:20][C:21]3[CH:26]=[CH:25][CH:24]=[CH:23][CH:22]=3)=[CH:16][CH:15]=2)=[CH:4][CH:3]=1.[C:29](O)(=[O:32])[CH2:30][CH3:31]. Given the product [NH2:13][C:9]1[N:10]=[CH:11][N:12]=[C:7]([O:6][C:5]2[CH:27]=[CH:28][C:2]([NH:1][C:29](=[O:32])[CH:30]=[CH2:31])=[CH:3][CH:4]=2)[C:8]=1[C:14]1[CH:19]=[CH:18][C:17]([O:20][C:21]2[CH:26]=[CH:25][CH:24]=[CH:23][CH:22]=2)=[CH:16][CH:15]=1, predict the reactants needed to synthesize it. (5) The reactants are: [F:1][C:2]([F:7])([F:6])[C:3](=[NH:5])[NH2:4].Br[CH2:9][C:10]([C:12]1[CH:17]=[CH:16][C:15]([N+:18]([O-:20])=[O:19])=[CH:14][CH:13]=1)=O.S([O-])([O-])(=O)=O.[Na+].[Na+]. Given the product [N+:18]([C:15]1[CH:16]=[CH:17][C:12]([C:10]2[NH:4][C:3]([C:2]([F:7])([F:6])[F:1])=[N:5][CH:9]=2)=[CH:13][CH:14]=1)([O-:20])=[O:19], predict the reactants needed to synthesize it. (6) Given the product [F:16][C:13]1[C:12]([C:17]2[CH:18]=[N:19][C:20]([O:23][CH2:24][C:25]([F:28])([F:26])[F:27])=[CH:21][CH:22]=2)=[CH:11][C:10]([CH:9]=[O:8])=[CH:15][N:14]=1, predict the reactants needed to synthesize it. The reactants are: [Si]([O:8][CH2:9][C:10]1[CH:11]=[C:12]([C:17]2[CH:18]=[N:19][C:20]([O:23][CH2:24][C:25]([F:28])([F:27])[F:26])=[CH:21][CH:22]=2)[C:13]([F:16])=[N:14][CH:15]=1)(C(C)(C)C)(C)C.[F-].C([N+](CCCC)(CCCC)CCCC)CCC.C[N+]1([O-])CCOCC1.C(Cl)Cl.